This data is from Reaction yield outcomes from USPTO patents with 853,638 reactions. The task is: Predict the reaction yield, written as a fraction of the theoretical maximum amount of product (1.0 means a 100% yield; for example, 0.34 means a 34% yield). (1) The reactants are [CH2:1]([N:3]1[CH2:8][CH2:7][N:6]([CH:9]2[CH2:14][CH2:13][N:12]([C:15]([C@:17]34[CH2:43][CH2:42][C@@H:41]([C:44]5([CH3:47])[CH2:46][CH2:45]5)[C@@H:18]3[C@@H:19]3[C@@:32]([CH3:35])([CH2:33][CH2:34]4)[C@@:31]4([CH3:36])[C@@H:22]([C@:23]5([CH3:40])[C@@H:28]([CH2:29][CH2:30]4)[C:27]([CH3:38])([CH3:37])[C@@H:26]([OH:39])[CH2:25][CH2:24]5)[CH2:21][CH2:20]3)=[O:16])[CH2:11][CH2:10]2)[CH2:5][CH2:4]1)[CH3:2].[CH3:48][C:49]1([CH3:56])[CH2:54][C:53](=[O:55])[O:52][C:50]1=[O:51].C1(C)C=CC=CC=1. The catalyst is ClCCl. The product is [CH2:1]([N:3]1[CH2:8][CH2:7][N:6]([CH:9]2[CH2:10][CH2:11][N:12]([C:15]([C@:17]34[CH2:43][CH2:42][C@@H:41]([C:44]5([CH3:47])[CH2:45][CH2:46]5)[C@@H:18]3[C@@H:19]3[C@@:32]([CH3:35])([CH2:33][CH2:34]4)[C@@:31]4([CH3:36])[C@@H:22]([C@:23]5([CH3:40])[C@@H:28]([CH2:29][CH2:30]4)[C:27]([CH3:37])([CH3:38])[C@@H:26]([O:39][C:53](=[O:55])[CH2:54][C:49]([CH3:56])([CH3:48])[C:50]([OH:52])=[O:51])[CH2:25][CH2:24]5)[CH2:21][CH2:20]3)=[O:16])[CH2:13][CH2:14]2)[CH2:5][CH2:4]1)[CH3:2]. The yield is 0.358. (2) The reactants are [CH3:1][N:2]([S:15]([C:18]1[CH:23]=[CH:22][CH:21]=[CH:20][C:19]=1[C:24]([F:27])([F:26])[F:25])(=[O:17])=[O:16])[C:3]1[CH:4]=[CH:5][CH:6]=[C:7]2[C:11]=1[NH:10][C:9]([C:12](=[S:14])[NH2:13])=[CH:8]2.[C:28]([O:33][CH2:34][CH3:35])(=[O:32])[C:29]#[C:30][CH3:31].C(P(CCCC)CCCC)CCC.C1(C)C=CC=CC=1. The catalyst is O1CCCC1. The product is [CH3:1][N:2]([S:15]([C:18]1[CH:23]=[CH:22][CH:21]=[CH:20][C:19]=1[C:24]([F:27])([F:25])[F:26])(=[O:17])=[O:16])[C:3]1[CH:4]=[CH:5][CH:6]=[C:7]2[C:11]=1[NH:10][C:9]([C:12]1[S:14][CH:30]([CH2:29][C:28]([O:33][CH2:34][CH3:35])=[O:32])[CH2:31][N:13]=1)=[CH:8]2. The yield is 0.570. (3) The reactants are [C:1]([C:7]([O:9][CH3:10])=[O:8])#[C:2][C:3]([O:5][CH3:6])=[O:4].[CH2:11]([Mg]Cl)[C:12]1[CH:17]=[CH:16][CH:15]=[CH:14][CH:13]=1.[CH3:20]I. No catalyst specified. The product is [CH3:6][O:5][C:3](=[O:4])/[C:2](/[CH2:11][C:12]1[CH:17]=[CH:16][CH:15]=[CH:14][CH:13]=1)=[C:1](/[CH3:20])\[C:7]([O:9][CH3:10])=[O:8]. The yield is 0.240. (4) The reactants are [C:1]([C:3]1[CH:8]=[CH:7][CH:6]=[CH:5][C:4]=1[C:9]1[CH:14]=[CH:13][C:12]([CH2:15][C:16]2[C:17](=[O:54])[N:18]([C@H:28]3[CH2:33][CH2:32][C@H:31]([O:34][CH:35]([CH2:41][CH2:42]OS(C4C=CC(C)=CC=4)(=O)=O)[C:36]([O:38][CH2:39][CH3:40])=[O:37])[CH2:30][CH2:29]3)[C:19]3[N:20]([N:25]=[CH:26][N:27]=3)[C:21]=2[CH2:22][CH2:23][CH3:24])=[C:11]([F:55])[CH:10]=1)#[N:2].CC(C)([O-])C.[K+].Cl. The catalyst is O1CCCC1. The product is [C:1]([C:3]1[CH:8]=[CH:7][CH:6]=[CH:5][C:4]=1[C:9]1[CH:14]=[CH:13][C:12]([CH2:15][C:16]2[C:17](=[O:54])[N:18]([C@H:28]3[CH2:33][CH2:32][C@H:31]([O:34][C:35]4([C:36]([O:38][CH2:39][CH3:40])=[O:37])[CH2:42][CH2:41]4)[CH2:30][CH2:29]3)[C:19]3[N:20]([N:25]=[CH:26][N:27]=3)[C:21]=2[CH2:22][CH2:23][CH3:24])=[C:11]([F:55])[CH:10]=1)#[N:2]. The yield is 0.150. (5) The reactants are [NH2:1][C:2]1[N:7]=[CH:6][N:5]=[C:4]2[N:8]([C@@H:12]3[CH2:17][CH2:16][CH2:15][N:14]([C:18]([O:20][C:21]([CH3:24])([CH3:23])[CH3:22])=[O:19])[CH2:13]3)[N:9]=[C:10](I)[C:3]=12.[F:25][C:26]1[CH:47]=[CH:46][CH:45]=[C:44]([F:48])[C:27]=1[O:28][C:29]1[CH:34]=[CH:33][C:32](B2OC(C)(C)C(C)(C)O2)=[CH:31][CH:30]=1.C(=O)([O-])[O-].[Na+].[Na+]. The catalyst is O1CCOCC1.O.C1C=CC([P]([Pd]([P](C2C=CC=CC=2)(C2C=CC=CC=2)C2C=CC=CC=2)([P](C2C=CC=CC=2)(C2C=CC=CC=2)C2C=CC=CC=2)[P](C2C=CC=CC=2)(C2C=CC=CC=2)C2C=CC=CC=2)(C2C=CC=CC=2)C2C=CC=CC=2)=CC=1. The product is [NH2:1][C:2]1[N:7]=[CH:6][N:5]=[C:4]2[N:8]([C@@H:12]3[CH2:17][CH2:16][CH2:15][N:14]([C:18]([O:20][C:21]([CH3:24])([CH3:23])[CH3:22])=[O:19])[CH2:13]3)[N:9]=[C:10]([C:32]3[CH:31]=[CH:30][C:29]([O:28][C:27]4[C:44]([F:48])=[CH:45][CH:46]=[CH:47][C:26]=4[F:25])=[CH:34][CH:33]=3)[C:3]=12. The yield is 0.850.